This data is from Retrosynthesis with 50K atom-mapped reactions and 10 reaction types from USPTO. The task is: Predict the reactants needed to synthesize the given product. Given the product OCc1cc(CN2CCOCC2)on1, predict the reactants needed to synthesize it. The reactants are: CCOC(=O)c1cc(CN2CCOCC2)on1.